From a dataset of Forward reaction prediction with 1.9M reactions from USPTO patents (1976-2016). Predict the product of the given reaction. (1) Given the reactants [C:1]([N:4]1[CH2:9][CH2:8][C:7]2[N:10](C3CCOCC3)[N:11]=[C:12]([N:13]3[C:22]4[C:17](=[CH:18][C:19](Br)=[C:20]([C:23]#N)[CH:21]=4)CCC3)[C:6]=2[CH2:5]1)(=[O:3])[CH3:2].Br[CH2:33][CH:34]1[CH2:39][CH2:38][CH2:37][N:36]([C:40]([O:42][C:43]([CH3:46])([CH3:45])[CH3:44])=[O:41])[CH2:35]1.C([O-])([O-])=O.[Cs+].[Cs+], predict the reaction product. The product is: [C:1]([N:4]1[CH2:9][CH2:8][C:7]2[N:10]([CH2:33][CH:34]3[CH2:39][CH2:38][CH2:37][N:36]([C:40]([O:42][C:43]([CH3:46])([CH3:45])[CH3:44])=[O:41])[CH2:35]3)[N:11]=[C:12]([NH:13][C:22]3[CH:21]=[C:20]([CH3:23])[CH:19]=[CH:18][CH:17]=3)[C:6]=2[CH2:5]1)(=[O:3])[CH3:2]. (2) Given the reactants [CH2:1]1[CH2:3][CH:2]1[CH2:4][OH:5].[H-].[Na+].[Br:8][C:9]1[CH:10]=[CH:11][C:12](F)=[N:13][CH:14]=1, predict the reaction product. The product is: [Br:8][C:9]1[CH:10]=[CH:11][C:12]([O:5][CH2:4][CH:2]2[CH2:3][CH2:1]2)=[N:13][CH:14]=1. (3) The product is: [Cl:1][CH2:2][CH2:3][CH2:4][CH2:5][N:6]1[C:14]([O:15][CH3:16])=[N:13][C:12]2[C:7]1=[N:8][C:9]([O:18][CH:19]1[CH2:22][CH2:25][CH2:24][CH2:21][CH2:20]1)=[N:10][C:11]=2[NH2:17]. Given the reactants [Cl:1][CH2:2][CH2:3][CH2:4][CH2:5][N:6]1[C:14]([O:15][CH3:16])=[N:13][C:12]2[C:7]1=[N:8][C:9]([O:18][C@@H:19]([CH3:22])[CH2:20][CH3:21])=[N:10][C:11]=2[NH2:17].F[C:24](F)(F)[C:25](O)=O.C1(OC2NC(N)=C3C(N=2)=NC(OC)=N3)CCCCC1.BrCCCCCl, predict the reaction product. (4) Given the reactants [C:1]([CH2:5][C:6](OCC)=[O:7])(=O)[CH2:2][CH3:3].FC(F)(F)C(O)=O.[N:18]1[CH:23]=[CH:22][CH:21]=[CH:20][C:19]=1[C:24]1[CH:28]=[C:27]([CH:29]2[CH2:33][CH2:32][CH2:31][N:30]2[C:34](=[NH:36])[NH2:35])[O:26][N:25]=1.C[O-].[Na+], predict the reaction product. The product is: [CH2:2]([C:1]1[N:35]=[C:34]([N:30]2[CH2:31][CH2:32][CH2:33][CH:29]2[C:27]2[O:26][N:25]=[C:24]([C:19]3[CH:20]=[CH:21][CH:22]=[CH:23][N:18]=3)[CH:28]=2)[N:36]=[C:6]([OH:7])[CH:5]=1)[CH3:3]. (5) Given the reactants [C:1]([C:3]1[CH:8]=[CH:7][C:6]([CH:9]2[CH2:14][C:13](=[O:15])[N:12]([C:16]3[CH:21]=[CH:20][CH:19]=[C:18]([C:22]([F:25])([F:24])[F:23])[CH:17]=3)[C:11]([CH3:26])=[C:10]2[C:27]([OH:29])=[O:28])=[CH:5][CH:4]=1)#[N:2].C1N=CN(C(N2C=NC=C2)=O)C=1.O[CH2:43][CH2:44][NH:45][C:46](=[O:48])[CH3:47].C(N(CC)CC)C, predict the reaction product. The product is: [C:1]([C:3]1[CH:4]=[CH:5][C:6]([CH:9]2[CH2:14][C:13](=[O:15])[N:12]([C:16]3[CH:21]=[CH:20][CH:19]=[C:18]([C:22]([F:24])([F:25])[F:23])[CH:17]=3)[C:11]([CH3:26])=[C:10]2[C:27]([O:29][CH2:43][CH2:44][NH:45][C:46](=[O:48])[CH3:47])=[O:28])=[CH:7][CH:8]=1)#[N:2]. (6) Given the reactants [C:1]([O:5][C:6](=[O:25])[CH2:7][O:8][C:9]1[CH:14]=[CH:13][C:12]([Cl:15])=[CH:11][C:10]=1[C:16]#[C:17][C:18]1[CH:23]=[CH:22][C:21]([NH2:24])=[CH:20][CH:19]=1)([CH3:4])([CH3:3])[CH3:2].C(N(CC)CC)C.[F:33][C:34]([F:45])([F:44])[C:35]1[CH:43]=[CH:42][C:38]([C:39](Cl)=[O:40])=[CH:37][CH:36]=1, predict the reaction product. The product is: [C:1]([O:5][C:6](=[O:25])[CH2:7][O:8][C:9]1[CH:14]=[CH:13][C:12]([Cl:15])=[CH:11][C:10]=1[C:16]#[C:17][C:18]1[CH:19]=[CH:20][C:21]([NH:24][C:39](=[O:40])[C:38]2[CH:42]=[CH:43][C:35]([C:34]([F:33])([F:44])[F:45])=[CH:36][CH:37]=2)=[CH:22][CH:23]=1)([CH3:4])([CH3:2])[CH3:3]. (7) Given the reactants [CH3:1][O:2][C:3]1[N:8]=[CH:7][C:6]([C:9]2[N:17]3[C:12]([CH:13]=[N:14][C:15]([NH:18][C:19]4[CH:24]=[CH:23][CH:22]=[C:21]([NH2:25])[CH:20]=4)=[N:16]3)=[CH:11][CH:10]=2)=[CH:5][CH:4]=1.[CH3:26][N:27]([CH3:32])[CH2:28][C:29](O)=[O:30].CN(C)C=O.CCN(C(C)C)C(C)C.C1C=CC2N(O)N=NC=2C=1.CCN=C=NCCCN(C)C.C([O-])(O)=O.[Na+], predict the reaction product. The product is: [CH3:26][N:27]([CH3:32])[CH2:28][C:29]([NH:25][C:21]1[CH:22]=[CH:23][CH:24]=[C:19]([NH:18][C:15]2[N:14]=[CH:13][C:12]3=[CH:11][CH:10]=[C:9]([C:6]4[CH:7]=[N:8][C:3]([O:2][CH3:1])=[CH:4][CH:5]=4)[N:17]3[N:16]=2)[CH:20]=1)=[O:30]. (8) Given the reactants Br[C:2]1[NH:6][C:5]2[CH:7]=[C:8]([C:10]([O:12][CH3:13])=[O:11])[S:9][C:4]=2[C:3]=1[CH:14]1[CH2:19][CH2:18][CH2:17][CH2:16][CH2:15]1.[CH2:20]([O:27][C:28]1[CH:29]=[CH:30][C:31](B2OC(C)(C)C(C)(C)O2)=[C:32]([NH2:34])[CH:33]=1)[C:21]1[CH:26]=[CH:25][CH:24]=[CH:23][CH:22]=1.O.C(=O)([O-])O.[Na+], predict the reaction product. The product is: [NH2:34][C:32]1[CH:33]=[C:28]([O:27][CH2:20][C:21]2[CH:26]=[CH:25][CH:24]=[CH:23][CH:22]=2)[CH:29]=[CH:30][C:31]=1[C:2]1[NH:6][C:5]2[CH:7]=[C:8]([C:10]([O:12][CH3:13])=[O:11])[S:9][C:4]=2[C:3]=1[CH:14]1[CH2:19][CH2:18][CH2:17][CH2:16][CH2:15]1.